Dataset: Forward reaction prediction with 1.9M reactions from USPTO patents (1976-2016). Task: Predict the product of the given reaction. (1) Given the reactants [CH2:1]([C:5]1([O:32][CH3:33])[CH2:10][CH2:9][N:8]([C:11]2[CH:16]=[CH:15][C:14]([C:17]3[S:21][C:20]([C:22]4[CH:31]=[CH:30][C:25]([C:26](OC)=[O:27])=[CH:24][CH:23]=4)=[N:19][N:18]=3)=[CH:13][CH:12]=2)[CH2:7][CH2:6]1)[CH2:2][CH2:3][CH3:4].[H-].[Al+3].[Li+].[H-].[H-].[H-].C(OCC)(=O)C.Cl, predict the reaction product. The product is: [CH2:1]([C:5]1([O:32][CH3:33])[CH2:6][CH2:7][N:8]([C:11]2[CH:12]=[CH:13][C:14]([C:17]3[S:21][C:20]([C:22]4[CH:23]=[CH:24][C:25]([CH2:26][OH:27])=[CH:30][CH:31]=4)=[N:19][N:18]=3)=[CH:15][CH:16]=2)[CH2:9][CH2:10]1)[CH2:2][CH2:3][CH3:4]. (2) Given the reactants Br[C:2]1[CH:3]=[N:4][C:5]([O:8][C@@H:9]2[CH:14]3[CH2:15][CH2:16][N:11]([CH2:12][CH2:13]3)[CH2:10]2)=[N:6][CH:7]=1.[C:17]([O:21][C:22](=[O:39])[NH:23][C:24]1[CH:29]=[CH:28][C:27](B2OC(C)(C)C(C)(C)O2)=[CH:26][CH:25]=1)([CH3:20])([CH3:19])[CH3:18], predict the reaction product. The product is: [N:11]12[CH2:16][CH2:15][CH:14]([CH2:13][CH2:12]1)[C@@H:9]([O:8][C:5]1[N:4]=[CH:3][C:2]([C:27]3[CH:26]=[CH:25][C:24]([NH:23][C:22](=[O:39])[O:21][C:17]([CH3:19])([CH3:18])[CH3:20])=[CH:29][CH:28]=3)=[CH:7][N:6]=1)[CH2:10]2. (3) The product is: [Br:23][C:12]1[N:11]=[C:10]2[NH:9][N:8]=[C:7]([C:1]3[CH:6]=[CH:5][CH:4]=[CH:3][CH:2]=3)[C:15]2=[C:14]([C:16]([F:19])([F:18])[F:17])[CH:13]=1. Given the reactants [C:1]1([C:7]2[C:15]3[C:10](=[N:11][C:12](O)=[CH:13][C:14]=3[C:16]([F:19])([F:18])[F:17])[NH:9][N:8]=2)[CH:6]=[CH:5][CH:4]=[CH:3][CH:2]=1.P(Br)(Br)([Br:23])=O, predict the reaction product. (4) Given the reactants [NH2:1][C:2]1[C:3]([C:7]2[NH:23][C:10]3=[CH:11][C:12]4[C:13]([CH3:22])([CH3:21])[C:14](=[O:20])[N:15]([CH2:18][CH3:19])[C:16]=4[CH:17]=[C:9]3[N:8]=2)=[N:4][NH:5][CH:6]=1.Cl[C:25]([O:27][CH2:28][CH:29]([CH3:31])[CH3:30])=[O:26], predict the reaction product. The product is: [CH2:28]([O:27][C:25](=[O:26])[NH:1][C:2]1[C:3]([C:7]2[NH:23][C:10]3=[CH:11][C:12]4[C:13]([CH3:22])([CH3:21])[C:14](=[O:20])[N:15]([CH2:18][CH3:19])[C:16]=4[CH:17]=[C:9]3[N:8]=2)=[N:4][NH:5][CH:6]=1)[CH:29]([CH3:31])[CH3:30]. (5) Given the reactants CCN(CC)CC.[OH:8][CH2:9][C:10]1([CH2:23][OH:24])[CH2:15][CH2:14][N:13]([C:16]([O:18][C:19]([CH3:22])([CH3:21])[CH3:20])=[O:17])[CH2:12][CH2:11]1.[CH3:25][P:26](Cl)(Cl)=[O:27], predict the reaction product. The product is: [CH3:25][P:26]1(=[O:27])[O:24][CH2:23][C:10]2([CH2:15][CH2:14][N:13]([C:16]([O:18][C:19]([CH3:20])([CH3:21])[CH3:22])=[O:17])[CH2:12][CH2:11]2)[CH2:9][O:8]1. (6) Given the reactants [CH2:1]([N:3]1[C:7]2[CH:8]=[CH:9][C:10]([C:12]([OH:14])=O)=[CH:11][C:6]=2[N:5]=[C:4]1[NH:15][C:16]1[S:17][C:18]2[CH:24]=[C:23]([O:25][C:26]([F:29])([F:28])[F:27])[CH:22]=[CH:21][C:19]=2[N:20]=1)[CH3:2].[NH2:30][CH2:31][C:32]([N:34]([CH3:36])[CH3:35])=[O:33].CN(C(ON1N=NC2C=CC=CC1=2)=[N+](C)C)C.F[P-](F)(F)(F)(F)F.CCN(C(C)C)C(C)C, predict the reaction product. The product is: [CH3:35][N:34]([CH3:36])[C:32]([CH2:31][NH:30][C:12]([C:10]1[CH:9]=[CH:8][C:7]2[N:3]([CH2:1][CH3:2])[C:4]([NH:15][C:16]3[S:17][C:18]4[CH:24]=[C:23]([O:25][C:26]([F:28])([F:27])[F:29])[CH:22]=[CH:21][C:19]=4[N:20]=3)=[N:5][C:6]=2[CH:11]=1)=[O:14])=[O:33]. (7) The product is: [CH:10]1([NH:13][CH2:4][C:3]2[CH:6]=[CH:7][CH:8]=[CH:9][C:2]=2[CH3:1])[CH2:12][CH2:11]1. Given the reactants [CH3:1][C:2]1[CH:9]=[CH:8][CH:7]=[CH:6][C:3]=1[CH:4]=O.[CH:10]1([NH2:13])[CH2:12][CH2:11]1, predict the reaction product. (8) Given the reactants Br[C:2]1[CH:3]=[CH:4][C:5]([F:33])=[C:6]([C@:8]23[CH2:16][O:15][C@H:14]([CH3:17])[C@H:13]2[CH2:12][S:11][C:10]([N:18]([C:26]([O:28][C:29]([CH3:32])([CH3:31])[CH3:30])=[O:27])[C:19]([O:21][C:22]([CH3:25])([CH3:24])[CH3:23])=[O:20])=[N:9]3)[CH:7]=1.[CH3:34][C:35]1([CH3:51])[C:39]([CH3:41])([CH3:40])[O:38][B:37]([B:37]2[O:38][C:39]([CH3:41])([CH3:40])[C:35]([CH3:51])([CH3:34])[O:36]2)[O:36]1.C([O-])(=O)C.[K+], predict the reaction product. The product is: [F:33][C:5]1[CH:4]=[CH:3][C:2]([B:37]2[O:38][C:39]([CH3:41])([CH3:40])[C:35]([CH3:51])([CH3:34])[O:36]2)=[CH:7][C:6]=1[C@:8]12[CH2:16][O:15][C@H:14]([CH3:17])[C@H:13]1[CH2:12][S:11][C:10]([N:18]([C:26]([O:28][C:29]([CH3:32])([CH3:31])[CH3:30])=[O:27])[C:19]([O:21][C:22]([CH3:25])([CH3:24])[CH3:23])=[O:20])=[N:9]2.